This data is from Forward reaction prediction with 1.9M reactions from USPTO patents (1976-2016). The task is: Predict the product of the given reaction. (1) Given the reactants [Br:1]/[CH:2]=[C:3]1/[C@H:4]2[C@:8]([CH3:12])([CH2:9][CH2:10][CH2:11]/1)/[C:7](=[CH:13]/[NH:14][C:15]1[CH:20]=[CH:19][CH:18]=[CH:17][CH:16]=1)/[C:6](=[O:21])[CH2:5]2.[C:22](Cl)(=[O:24])[CH3:23].N1C=CC=[CH:28][CH:27]=1, predict the reaction product. The product is: [Br:1]/[CH:2]=[C:3]1\[CH2:11][CH2:10][CH2:9][C@@:8]2([CH3:12])[C@H:4]\1[CH2:5][C:6](=[O:21])/[C:7]/2=[CH:13]\[N:14]([CH2:15][CH2:16][C:17]1[CH:28]=[CH:27][CH:20]=[CH:19][CH:18]=1)[C:22](=[O:24])[CH3:23]. (2) Given the reactants [F:1][C:2]([F:11])([F:10])[C:3]1[CH:4]=[C:5]([SH:9])[CH:6]=[CH:7][CH:8]=1.C([O-])([O-])=O.[K+].[K+].CS(O[CH:23]1[CH2:28][CH2:27][O:26][CH:25]([C:29]2[N:33]([CH3:34])[N:32]=[C:31]([Br:35])[CH:30]=2)[CH2:24]1)(=O)=O, predict the reaction product. The product is: [Br:35][C:31]1[CH:30]=[C:29]([CH:25]2[CH2:24][CH:23]([S:9][C:5]3[CH:6]=[CH:7][CH:8]=[C:3]([C:2]([F:1])([F:10])[F:11])[CH:4]=3)[CH2:28][CH2:27][O:26]2)[N:33]([CH3:34])[N:32]=1. (3) Given the reactants O.[NH2:2][C:3]1[CH:8]=[C:7]([OH:9])[N:6]=[C:5]([SH:10])[N:4]=1.[OH-].[K+].O.[F:14][C:15]1[CH:22]=[CH:21][CH:20]=[CH:19][C:16]=1[CH2:17]Br, predict the reaction product. The product is: [NH2:2][C:3]1[N:4]=[C:5]([S:10][CH2:17][C:16]2[CH:19]=[CH:20][CH:21]=[CH:22][C:15]=2[F:14])[N:6]=[C:7]([OH:9])[CH:8]=1. (4) Given the reactants [C:1]([N:3]1[CH2:8][CH2:7][CH:6]([N:9]([CH:23]2[CH2:25][CH2:24]2)[C:10]([C:12]2[CH:13]=[N:14][C:15]([N:18]3[CH:22]=[CH:21][N:20]=[CH:19]3)=[N:16][CH:17]=2)=[O:11])[CH2:5][CH2:4]1)#[N:2].[OH:26][NH:27][C:28](=N)[CH2:29][CH2:30][CH3:31], predict the reaction product. The product is: [CH:23]1([N:9]([CH:6]2[CH2:5][CH2:4][N:3]([C:1]3[O:26][N:27]=[C:28]([CH2:29][CH2:30][CH3:31])[N:2]=3)[CH2:8][CH2:7]2)[C:10]([C:12]2[CH:17]=[N:16][C:15]([N:18]3[CH:22]=[CH:21][N:20]=[CH:19]3)=[N:14][CH:13]=2)=[O:11])[CH2:25][CH2:24]1. (5) Given the reactants C[O:2][C:3]1[CH:4]=[CH:5][C:6]([C:15]2[C:28]3[C:29]4=[C:30]5[C:25](=[CH:26][CH:27]=3)[CH:24]=[CH:23][CH:22]=[C:21]5[CH:20]=[CH:19][C:18]4=[CH:17][CH:16]=2)=[C:7]([C:9]2[CH:14]=[CH:13][CH:12]=[CH:11][CH:10]=2)[CH:8]=1.B(Br)(Br)Br, predict the reaction product. The product is: [C:15]1([C:6]2[C:7]([C:9]3[CH:14]=[CH:13][CH:12]=[CH:11][CH:10]=3)=[CH:8][C:3]([OH:2])=[CH:4][CH:5]=2)[C:28]2[C:29]3=[C:30]4[C:25](=[CH:26][CH:27]=2)[CH:24]=[CH:23][CH:22]=[C:21]4[CH:20]=[CH:19][C:18]3=[CH:17][CH:16]=1.